This data is from Acute oral toxicity (LD50) regression data from Zhu et al.. The task is: Regression/Classification. Given a drug SMILES string, predict its toxicity properties. Task type varies by dataset: regression for continuous values (e.g., LD50, hERG inhibition percentage) or binary classification for toxic/non-toxic outcomes (e.g., AMES mutagenicity, cardiotoxicity, hepatotoxicity). Dataset: ld50_zhu. (1) The compound is CCCCOC(OCCCC)C(OCCCC)OCCCC. The rat oral LD50 is 1.55, given as -log10 of the dose in mol/kg body weight (higher means more acutely toxic). (2) The compound is FC(F)(F)c1nc2c(Cl)cccc2[nH]1. The rat oral LD50 is 4.06, given as -log10 of the dose in mol/kg body weight (higher means more acutely toxic). (3) The compound is CCC(C)OCCO. The rat oral LD50 is 2.17, given as -log10 of the dose in mol/kg body weight (higher means more acutely toxic). (4) The molecule is CC(C)CC(C)O. The rat oral LD50 is 1.60, given as -log10 of the dose in mol/kg body weight (higher means more acutely toxic). (5) The molecule is CC(O)CN(C)C. The rat oral LD50 is 1.74, given as -log10 of the dose in mol/kg body weight (higher means more acutely toxic). (6) The drug is CCOc1ccccc1C(=O)NN=C(C)C(=O)O. The rat oral LD50 is 2.69, given as -log10 of the dose in mol/kg body weight (higher means more acutely toxic).